This data is from Full USPTO retrosynthesis dataset with 1.9M reactions from patents (1976-2016). The task is: Predict the reactants needed to synthesize the given product. (1) The reactants are: [S:1]([O-:6])(O[O-])(=O)=[O:2].[K+].[K+].[F:9][C:10]([F:53])([F:52])[C:11]1[CH:12]=[C:13]([C@H:21]2[O:25][C:24](=[O:26])[N:23]([CH2:27][C:28]3[C:33]([C:34]4[C:35]([O:47][CH3:48])=[N:36][CH:37]=[C:38]([C:40]([OH:46])([CH3:45])[C:41]([F:44])([F:43])[F:42])[CH:39]=4)=[CH:32][N:31]=[C:30](SC)[N:29]=3)[C@H:22]2[CH3:51])[CH:14]=[C:15]([C:17]([F:20])([F:19])[F:18])[CH:16]=1.[C:54](#N)C. Given the product [F:20][C:17]([F:18])([F:19])[C:15]1[CH:14]=[C:13]([C@H:21]2[O:25][C:24](=[O:26])[N:23]([CH2:27][C:28]3[C:33]([C:34]4[C:35]([O:47][CH3:48])=[N:36][CH:37]=[C:38]([C:40]([OH:46])([CH3:45])[C:41]([F:44])([F:43])[F:42])[CH:39]=4)=[CH:32][N:31]=[C:30]([S:1]([CH3:54])(=[O:6])=[O:2])[N:29]=3)[C@H:22]2[CH3:51])[CH:12]=[C:11]([C:10]([F:53])([F:52])[F:9])[CH:16]=1, predict the reactants needed to synthesize it. (2) The reactants are: Cl.[CH3:2][O:3][C:4]([C:6]1[CH:15]=[CH:14][CH:13]=[C:12]2[C:7]=1[CH2:8][CH2:9][NH:10][CH2:11]2)=[O:5].C(N(CC)CC)C.[N:23]1[CH:28]=[CH:27][C:26]([CH:29]=O)=[CH:25][CH:24]=1.C(O[BH-](OC(=O)C)OC(=O)C)(=O)C.[Na+]. Given the product [N:23]1[CH:28]=[CH:27][C:26]([CH2:29][N:10]2[CH2:9][CH2:8][C:7]3[C:6]([C:4]([O:3][CH3:2])=[O:5])=[CH:15][CH:14]=[CH:13][C:12]=3[CH2:11]2)=[CH:25][CH:24]=1, predict the reactants needed to synthesize it. (3) Given the product [NH2:9][C@H:8]([C:10]([OH:12])=[O:11])[CH2:7][C:6]1[CH:5]=[CH:4][C:3]([OH:2])=[CH:14][CH:13]=1, predict the reactants needed to synthesize it. The reactants are: C[O:2][C:3]1[CH:14]=[CH:13][C:6]([CH2:7][C@@H:8]([C:10]([OH:12])=[O:11])[NH2:9])=[CH:5][CH:4]=1.C([O-])(=O)CC[C@H](NC(C1C=CC(NCC2CNC3N=C(NC(C=3N=2)=O)N)=CC=1)=O)C(O)=O.